This data is from Full USPTO retrosynthesis dataset with 1.9M reactions from patents (1976-2016). The task is: Predict the reactants needed to synthesize the given product. (1) Given the product [F:1][C:2]1[CH:7]=[CH:6][CH:5]=[CH:4][C:3]=1[C:20]1[CH:19]=[CH:18][C:17]([CH2:16][N:11]2[CH:15]=[CH:14][N:13]=[CH:12]2)=[CH:22][N:21]=1, predict the reactants needed to synthesize it. The reactants are: [F:1][C:2]1[CH:7]=[CH:6][CH:5]=[CH:4][C:3]=1B(O)O.[N:11]1([CH2:16][C:17]2[CH:18]=[CH:19][C:20](Br)=[N:21][CH:22]=2)[CH:15]=[CH:14][N:13]=[CH:12]1. (2) Given the product [O:23]=[S:22]1(=[O:24])[C:8]2[C:7]([NH:27][C:28]3[CH:29]=[CH:30][C:31]([CH2:34][C:35]([NH2:37])=[O:36])=[CH:32][CH:33]=3)=[N:12][C:11]([C:13]3[CH:18]=[CH:17][CH:16]=[CH:15][CH:14]=3)=[N:10][C:9]=2[CH2:19][CH2:20][CH2:21]1, predict the reactants needed to synthesize it. The reactants are: FC(F)(F)S(O[C:7]1[C:8]2[S:22](=[O:24])(=[O:23])[CH2:21][CH2:20][CH2:19][C:9]=2[N:10]=[C:11]([C:13]2[CH:18]=[CH:17][CH:16]=[CH:15][CH:14]=2)[N:12]=1)(=O)=O.[NH2:27][C:28]1[CH:33]=[CH:32][C:31]([CH2:34][C:35]([NH2:37])=[O:36])=[CH:30][CH:29]=1. (3) Given the product [Cl:12][CH2:13][CH2:14][N:7]1[C:8]2[C:4](=[CH:3][C:2]([F:1])=[CH:10][CH:9]=2)[C:5]([I:11])=[N:6]1, predict the reactants needed to synthesize it. The reactants are: [F:1][C:2]1[CH:3]=[C:4]2[C:8](=[CH:9][CH:10]=1)[NH:7][N:6]=[C:5]2[I:11].[Cl:12][CH2:13][CH2:14]Cl.C([O-])([O-])=O.[K+].[K+]. (4) Given the product [N:26]([CH2:6][C@H:7]([CH:23]([CH3:25])[CH3:24])[CH2:8][C@H:9]1[CH2:13][O:12][C:11]([CH3:15])([CH3:14])[N:10]1[C:16]([O:18][C:19]([CH3:22])([CH3:21])[CH3:20])=[O:17])=[N+:27]=[N-:28], predict the reactants needed to synthesize it. The reactants are: CS(O[CH2:6][C@H:7]([CH:23]([CH3:25])[CH3:24])[CH2:8][C@H:9]1[CH2:13][O:12][C:11]([CH3:15])([CH3:14])[N:10]1[C:16]([O:18][C:19]([CH3:22])([CH3:21])[CH3:20])=[O:17])(=O)=O.[N-:26]=[N+:27]=[N-:28].[Na+]. (5) Given the product [CH3:17][C:18]1[CH:22]=[C:21]([CH3:23])[N:20]([C:2]2[N:7]=[C:6]([NH:10][C:11]3[CH:16]=[CH:15][CH:14]=[CH:13][CH:12]=3)[CH:5]=[C:4]([CH3:9])[N:3]=2)[N:19]=1, predict the reactants needed to synthesize it. The reactants are: Cl[C:2]1[N:7]=[C:6](Cl)[CH:5]=[C:4]([CH3:9])[N:3]=1.[NH2:10][C:11]1[CH:16]=[CH:15][CH:14]=[CH:13][CH:12]=1.[CH3:17][C:18]1[CH:22]=[C:21]([CH3:23])[NH:20][N:19]=1.